Task: Binary Classification. Given a T-cell receptor sequence (or CDR3 region) and an epitope sequence, predict whether binding occurs between them.. Dataset: TCR-epitope binding with 47,182 pairs between 192 epitopes and 23,139 TCRs The epitope is KEIDRLNEV. The TCR CDR3 sequence is CAISLGQGLIHEQFF. Result: 1 (the TCR binds to the epitope).